Predict the reaction yield, written as a fraction of the theoretical maximum amount of product (1.0 means a 100% yield; for example, 0.34 means a 34% yield). From a dataset of Reaction yield outcomes from USPTO patents with 853,638 reactions. (1) The reactants are [CH2:1](Br)[CH3:2].[OH:4][C:5]1[CH:14]=[C:13]2[C:8]([N:9]=[CH:10][C:11]([O:15][CH2:16][CH2:17][N:18]3[CH2:23][CH2:22][CH:21]([NH:24][C:25]([C:27]4[CH:28]=[CH:29][C:30]5[S:35][CH2:34][C:33](=[O:36])[NH:32][C:31]=5[CH:37]=4)=[O:26])[CH2:20][CH2:19]3)=[N:12]2)=[CH:7][CH:6]=1.C(=O)([O-])[O-].[K+].[K+]. The catalyst is CN(C)C=O. The product is [CH2:1]([O:4][C:5]1[CH:14]=[C:13]2[C:8]([N:9]=[CH:10][C:11]([O:15][CH2:16][CH2:17][N:18]3[CH2:23][CH2:22][CH:21]([NH:24][C:25]([C:27]4[CH:28]=[CH:29][C:30]5[S:35][CH2:34][C:33](=[O:36])[NH:32][C:31]=5[CH:37]=4)=[O:26])[CH2:20][CH2:19]3)=[N:12]2)=[CH:7][CH:6]=1)[CH3:2]. The yield is 0.180. (2) The reactants are [CH2:1]1[C:9]2[C:4](=[CH:5][CH:6]=[CH:7][CH:8]=2)[CH2:3][CH:2]1[NH:10][C:11]1[N:12]=[CH:13][C:14]2[CH2:20][NH:19][CH2:18][CH2:17][C:15]=2[N:16]=1.C(N(CC)CC)C.[Cl:28][CH2:29][C:30](Cl)=[O:31].C(=O)(O)[O-].[Na+]. The catalyst is ClCCl. The product is [Cl:28][CH2:29][C:30]([N:19]1[CH2:18][CH2:17][C:15]2[N:16]=[C:11]([NH:10][CH:2]3[CH2:3][C:4]4[C:9](=[CH:8][CH:7]=[CH:6][CH:5]=4)[CH2:1]3)[N:12]=[CH:13][C:14]=2[CH2:20]1)=[O:31]. The yield is 0.690. (3) The reactants are C[O:2][C:3]([C:5]1[C:13]([CH3:14])=[C:12]2[C:8]([C:9]([CH:32]3[CH2:37][CH2:36][CH2:35][CH2:34][CH2:33]3)=[C:10]([C:15]3[CH:16]=[C:17]4[C:22](=[CH:23][CH:24]=3)[N:21]=[C:20]([C:25]3[S:29][C:28]([CH3:30])=[N:27][C:26]=3[CH3:31])[CH:19]=[CH:18]4)[NH:11]2)=[CH:7][CH:6]=1)=[O:4].[OH-].[Na+].Cl. The catalyst is C1COCC1.CO. The product is [CH:32]1([C:9]2[C:8]3[C:12](=[C:13]([CH3:14])[C:5]([C:3]([OH:4])=[O:2])=[CH:6][CH:7]=3)[NH:11][C:10]=2[C:15]2[CH:16]=[C:17]3[C:22](=[CH:23][CH:24]=2)[N:21]=[C:20]([C:25]2[S:29][C:28]([CH3:30])=[N:27][C:26]=2[CH3:31])[CH:19]=[CH:18]3)[CH2:37][CH2:36][CH2:35][CH2:34][CH2:33]1. The yield is 0.540. (4) The reactants are [F:1][C:2]1[C:3]([C:9]([F:12])([F:11])[F:10])=[C:4](Br)[CH:5]=[CH:6][CH:7]=1.[Li].B(OC)(OC)[O:15]C.[OH-].[Na+].OO. The catalyst is O1CCCC1.C(OCC)C. The product is [F:1][C:2]1[C:3]([C:9]([F:12])([F:11])[F:10])=[C:4]([OH:15])[CH:5]=[CH:6][CH:7]=1. The yield is 0.400. (5) The reactants are [Br:1][C:2]1[CH:7]=[C:6]([NH2:8])[CH:5]=[C:4]([C:9]([F:12])([F:11])[F:10])[C:3]=1[NH2:13].Br[CH2:15][CH2:16][O:17][CH2:18][CH2:19]Br.C(N(CC)C(C)C)(C)C.C(=O)(O)[O-]. The catalyst is CN(C)C=O. The product is [Br:1][C:2]1[CH:7]=[C:6]([N:8]2[CH2:19][CH2:18][O:17][CH2:16][CH2:15]2)[CH:5]=[C:4]([C:9]([F:12])([F:11])[F:10])[C:3]=1[NH2:13]. The yield is 0.630. (6) The reactants are COCCO[AlH2-]OCCOC.[Na+].[CH:13]1([CH2:16][N:17]([CH2:39][CH2:40][CH3:41])[C:18]([C:20]2[N:24]3[CH2:25][CH2:26][N:27]([C:28]4[C:33]([CH3:34])=[CH:32][C:31]([CH3:35])=[CH:30][C:29]=4[CH3:36])[C:23]3=[N:22][C:21]=2[CH2:37]C)=O)[CH2:15][CH2:14]1.[OH-].[Na+]. The catalyst is C1(C)C=CC=CC=1. The product is [CH:13]1([CH2:16][N:17]([CH2:18][C:20]2[N:24]3[CH2:25][CH2:26][N:27]([C:28]4[C:33]([CH3:34])=[CH:32][C:31]([CH3:35])=[CH:30][C:29]=4[CH3:36])[C:23]3=[N:22][C:21]=2[CH3:37])[CH2:39][CH2:40][CH3:41])[CH2:15][CH2:14]1. The yield is 0.650. (7) The reactants are [Cl:1][C:2]1[C:7]([S:8]([NH2:11])(=[O:10])=[O:9])=[C:6]([OH:12])[C:5]([NH:13][C:14]2[C:17](=[O:18])[C:16](=[O:19])[C:15]=2Cl)=[CH:4][CH:3]=1.[CH3:21][O:22][C:23]1[CH:29]=[CH:28][CH:27]=[CH:26][C:24]=1[NH2:25]. The catalyst is CS(C)=O. The product is [CH3:21][O:22][C:23]1[CH:29]=[CH:28][CH:27]=[CH:26][C:24]=1[NH:25][C:15]1[C:16](=[O:19])[C:17](=[O:18])[C:14]=1[NH:13][C:5]1[C:6]([OH:12])=[C:7]([S:8]([NH2:11])(=[O:10])=[O:9])[C:2]([Cl:1])=[CH:3][CH:4]=1. The yield is 0.550. (8) The reactants are [F-:1].[Cs+].[CH3:3][O:4][C:5](=[O:16])[C:6]1[CH:11]=[CH:10][CH:9]=[C:8]([N+:12]([O-:14])=[O:13])[C:7]=1Cl.O. The catalyst is CS(C)=O. The product is [CH3:3][O:4][C:5](=[O:16])[C:6]1[CH:11]=[CH:10][CH:9]=[C:8]([N+:12]([O-:14])=[O:13])[C:7]=1[F:1]. The yield is 0.950. (9) The reactants are Cl[CH2:2][C:3]1[NH:4][C:5](=[O:8])[NH:6][N:7]=1.Cl.[F:10][C:11]1[CH:16]=[CH:15][CH:14]=[CH:13][C:12]=1[CH2:17][C:18]([CH:20]1[CH2:25][CH2:24][NH:23][CH2:22][CH2:21]1)=[O:19].C(=O)([O-])[O-].[K+].[K+].C(#N)C. The catalyst is C(OCC)(=O)C.O. The product is [F:10][C:11]1[CH:16]=[CH:15][CH:14]=[CH:13][C:12]=1[CH2:17][C:18]([CH:20]1[CH2:21][CH2:22][N:23]([CH2:2][C:3]2[NH:4][C:5](=[O:8])[NH:6][N:7]=2)[CH2:24][CH2:25]1)=[O:19]. The yield is 0.0700. (10) The reactants are [F:1][C:2]([F:19])([F:18])[C:3]1[N:8]=[CH:7][C:6]([CH2:9][O:10][C:11]2[CH:16]=[CH:15][NH:14][C:13](=[O:17])[CH:12]=2)=[CH:5][CH:4]=1.Br[C:21]1[CH:22]=[CH:23][C:24]2[C:25]3[CH2:34][N:33]([C:35]([O:37][C:38]([CH3:41])([CH3:40])[CH3:39])=[O:36])[CH2:32][CH2:31][C:26]=3[N:27]([CH3:30])[C:28]=2[CH:29]=1. No catalyst specified. The product is [CH3:30][N:27]1[C:28]2[CH:29]=[C:21]([N:14]3[CH:15]=[CH:16][C:11]([O:10][CH2:9][C:6]4[CH:7]=[N:8][C:3]([C:2]([F:1])([F:18])[F:19])=[CH:4][CH:5]=4)=[CH:12][C:13]3=[O:17])[CH:22]=[CH:23][C:24]=2[C:25]2[CH2:34][N:33]([C:35]([O:37][C:38]([CH3:41])([CH3:40])[CH3:39])=[O:36])[CH2:32][CH2:31][C:26]1=2. The yield is 0.400.